From a dataset of Forward reaction prediction with 1.9M reactions from USPTO patents (1976-2016). Predict the product of the given reaction. (1) Given the reactants O[C:2]1[C:11]2[C:6](=[CH:7][C:8]([O:12][CH3:13])=[CH:9][CH:10]=2)[C:5]([N:14]2[CH2:19][CH2:18][N:17](C(OC(C)(C)C)=O)[CH2:16][CH2:15]2)=[CH:4][N:3]=1.O=P(Cl)(Cl)[Cl:29], predict the reaction product. The product is: [Cl:29][C:2]1[C:11]2[C:6](=[CH:7][C:8]([O:12][CH3:13])=[CH:9][CH:10]=2)[C:5]([N:14]2[CH2:19][CH2:18][NH:17][CH2:16][CH2:15]2)=[CH:4][N:3]=1. (2) Given the reactants [Cl:1][C:2]1[CH:10]=[C:9]([CH:11]([O:16][CH2:17][C:18]2([C:31]3[CH:36]=[CH:35][C:34]([F:37])=[CH:33][CH:32]=3)[CH2:23][CH2:22][N:21]([C:24]([O:26][C:27]([CH3:30])([CH3:29])[CH3:28])=[O:25])[CH2:20][CH2:19]2)[C:12]([O:14]C)=[O:13])[C:8]2[C:4](=[CH:5][N:6]([CH2:38][O:39][CH2:40][CH2:41][Si:42]([CH3:45])([CH3:44])[CH3:43])[N:7]=2)[CH:3]=1.O.[OH-].[Li+], predict the reaction product. The product is: [C:27]([O:26][C:24]([N:21]1[CH2:22][CH2:23][C:18]([CH2:17][O:16][CH:11]([C:9]2[C:8]3[C:4](=[CH:5][N:6]([CH2:38][O:39][CH2:40][CH2:41][Si:42]([CH3:43])([CH3:44])[CH3:45])[N:7]=3)[CH:3]=[C:2]([Cl:1])[CH:10]=2)[C:12]([OH:14])=[O:13])([C:31]2[CH:36]=[CH:35][C:34]([F:37])=[CH:33][CH:32]=2)[CH2:19][CH2:20]1)=[O:25])([CH3:30])([CH3:29])[CH3:28].